Predict which catalyst facilitates the given reaction. From a dataset of Catalyst prediction with 721,799 reactions and 888 catalyst types from USPTO. (1) Reactant: [Cl-].[In+3].[Cl-].[Cl-].FC(F)(F)C(O)=O.[Cl:12][C:13]1[CH:18]=[CH:17][C:16]([CH:19](O)[CH:20]2[CH2:22][CH:21]2[C:23]#[N:24])=[CH:15][CH:14]=1.[F:26][C:27]1[CH:28]=[C:29]2[C:33](=[C:34]([CH2:36][S:37]([CH3:40])(=[O:39])=[O:38])[CH:35]=1)[NH:32][CH:31]=[CH:30]2. Product: [Cl:12][C:13]1[CH:18]=[CH:17][C:16]([CH:19]([C:30]2[C:29]3[C:33](=[C:34]([CH2:36][S:37]([CH3:40])(=[O:38])=[O:39])[CH:35]=[C:27]([F:26])[CH:28]=3)[NH:32][CH:31]=2)[CH:20]2[CH2:22][CH:21]2[C:23]#[N:24])=[CH:15][CH:14]=1. The catalyst class is: 26. (2) Reactant: [CH2:1]([O:3][C:4]([C:6]1[CH:7]=[N:8][N:9]([C:11]2[N:15]([CH2:16][O:17][CH2:18][CH2:19][O:20][CH3:21])[C:14]3[CH:22]=[C:23]([S:30][CH2:31][CH3:32])[C:24]([C:26]([F:29])([F:28])[F:27])=[CH:25][C:13]=3[N:12]=2)[CH:10]=1)=[O:5])[CH3:2].CO.[OH:35][O:36][S:37]([O-:39])=O.[K+].S([O-])(O[O-])(=O)=O.[K+].[K+].[CH3:49][CH2:50]OC(C)=O. Product: [CH2:1]([O:3][C:4]([C:6]1[CH:7]=[N:8][N:9]([C:11]2[N:15]([CH2:16][O:17][CH2:18][CH2:19][O:20][CH3:21])[C:14]3[CH:22]=[C:23]([S:30]([CH2:31][CH3:32])=[O:35])[C:24]([C:26]([F:29])([F:27])[F:28])=[CH:25][C:13]=3[N:12]=2)[CH:10]=1)=[O:5])[CH3:2].[CH2:1]([O:3][C:4]([C:6]1[CH:7]=[N:8][N:9]([C:11]2[N:15]([CH2:16][O:17][CH2:18][CH2:19][O:20][CH3:21])[C:14]3[CH:22]=[C:23]([S:37]([CH2:49][CH3:50])(=[O:39])=[O:36])[C:24]([C:26]([F:28])([F:29])[F:27])=[CH:25][C:13]=3[N:12]=2)[CH:10]=1)=[O:5])[CH3:2]. The catalyst class is: 6. (3) Reactant: [CH:1]1([N:6]2[C:10]3[N:11]=[C:12]([CH2:16][NH:17][CH2:18][CH2:19][OH:20])[NH:13][C:14](=[O:15])[C:9]=3[CH:8]=[N:7]2)[CH2:5][CH2:4][CH2:3][CH2:2]1.[C:21](O[C:21]([O:23][C:24]([CH3:27])([CH3:26])[CH3:25])=[O:22])([O:23][C:24]([CH3:27])([CH3:26])[CH3:25])=[O:22].C(N(CC)CC)C. Product: [CH:1]1([N:6]2[C:10]3[N:11]=[C:12]([CH2:16][N:17]([CH2:18][CH2:19][OH:20])[C:21](=[O:22])[O:23][C:24]([CH3:27])([CH3:26])[CH3:25])[NH:13][C:14](=[O:15])[C:9]=3[CH:8]=[N:7]2)[CH2:2][CH2:3][CH2:4][CH2:5]1. The catalyst class is: 4. (4) Reactant: [H-].[Na+].[OH:3][CH:4]1[CH2:9][CH2:8][CH:7]([N:10]([CH3:18])[C:11](=[O:17])[O:12][C:13]([CH3:16])([CH3:15])[CH3:14])[CH2:6][CH2:5]1.[Si:19]([O:26][CH2:27][C@H:28]1[CH2:39][CH2:38][C:37]2[S:36][C:35]3[N:34]=[CH:33][N:32]=[C:31](Cl)[C:30]=3[C:29]1=2)([C:22]([CH3:25])([CH3:24])[CH3:23])([CH3:21])[CH3:20]. Product: [Si:19]([O:26][CH2:27][C@H:28]1[CH2:39][CH2:38][C:37]2[S:36][C:35]3[N:34]=[CH:33][N:32]=[C:31]([O:3][CH:4]4[CH2:9][CH2:8][CH:7]([N:10]([CH3:18])[C:11](=[O:17])[O:12][C:13]([CH3:14])([CH3:15])[CH3:16])[CH2:6][CH2:5]4)[C:30]=3[C:29]1=2)([C:22]([CH3:25])([CH3:23])[CH3:24])([CH3:21])[CH3:20]. The catalyst class is: 1. (5) Reactant: C([Li])CCC.Br[C:7]1[CH:8]=[CH:9][C:10]([O:14][CH3:15])=[C:11]([CH3:13])[CH:12]=1.CN([CH:19]=[O:20])C.[Cl-].[Na+]. Product: [CH3:15][O:14][C:10]1[CH:9]=[CH:8][C:7]([CH:19]=[O:20])=[CH:12][C:11]=1[CH3:13]. The catalyst class is: 1.